From a dataset of Catalyst prediction with 721,799 reactions and 888 catalyst types from USPTO. Predict which catalyst facilitates the given reaction. (1) The catalyst class is: 10. Reactant: [Cl:1][C:2]1[CH:14]=[CH:13][CH:12]=[CH:11][C:3]=1[CH2:4][C:5]1[O:9][C:8]([NH2:10])=[N:7][CH:6]=1.[O:15]1[C:19]2[CH:20]=[CH:21][C:22]([C:24]3([C:27](O)=[O:28])[CH2:26][CH2:25]3)=[CH:23][C:18]=2[O:17][CH2:16]1.C(N(CC)CC)C.F[P-](F)(F)(F)(F)F.N1(O[P+](N(C)C)(N(C)C)N(C)C)C2C=CC=CC=2N=N1. Product: [Cl:1][C:2]1[CH:14]=[CH:13][CH:12]=[CH:11][C:3]=1[CH2:4][C:5]1[O:9][C:8]([NH:10][C:27]([C:24]2([C:22]3[CH:21]=[CH:20][C:19]4[O:15][CH2:16][O:17][C:18]=4[CH:23]=3)[CH2:26][CH2:25]2)=[O:28])=[N:7][CH:6]=1. (2) Reactant: [NH2:1][CH2:2][C:3]1[C:4]([F:20])=[C:5]([O:10][C:11]2[CH:12]=[C:13]([CH:16]=[C:17]([Cl:19])[CH:18]=2)[C:14]#[N:15])[C:6]([Cl:9])=[CH:7][CH:8]=1.CC1(C)[O:26][C@@H:25]([CH2:27][CH2:28][O:29][C:30]2[CH:31]=[C:32]3[C:36](=[CH:37][CH:38]=2)[NH:35][C:34]([C:39](O)=[O:40])=[CH:33]3)[CH2:24][O:23]1.CCN(C(C)C)C(C)C.CN(C(ON1N=NC2C=CC=NC1=2)=[N+](C)C)C.F[P-](F)(F)(F)(F)F. Product: [Cl:9][C:6]1[CH:7]=[CH:8][C:3]([CH2:2][NH:1][C:39]([C:34]2[NH:35][C:36]3[C:32]([CH:33]=2)=[CH:31][C:30]([O:29][CH2:28][CH2:27][C@H:25]([OH:26])[CH2:24][OH:23])=[CH:38][CH:37]=3)=[O:40])=[C:4]([F:20])[C:5]=1[O:10][C:11]1[CH:12]=[C:13]([C:14]#[N:15])[CH:16]=[C:17]([Cl:19])[CH:18]=1. The catalyst class is: 303.